This data is from Forward reaction prediction with 1.9M reactions from USPTO patents (1976-2016). The task is: Predict the product of the given reaction. The product is: [Cl:36][C:26]1[N:25]=[N:24][C:23]([N:21]([CH3:22])[C:20]([C:15]2[CH:14]=[C:13]([S:10]([CH2:9][CH2:8][CH2:7][C:6]([OH:38])=[O:5])(=[O:12])=[O:11])[CH:18]=[C:49]([C:48]([F:53])([F:52])[F:47])[CH:16]=2)=[O:37])=[C:28]([C:29]2[CH:34]=[CH:33][CH:32]=[CH:31][C:30]=2[CH3:35])[CH:27]=1. Given the reactants C([O:5][C:6](=[O:38])[CH2:7][CH2:8][CH2:9][S:10]([C:13]1[CH:18]=C(C)[CH:16]=[C:15]([C:20](=[O:37])[N:21]([C:23]2[N:24]=[N:25][C:26]([Cl:36])=[CH:27][C:28]=2[C:29]2[CH:34]=[CH:33][CH:32]=[CH:31][C:30]=2[CH3:35])[CH3:22])[CH:14]=1)(=[O:12])=[O:11])(C)(C)C.C1(OC)C=CC=CC=1.[F:47][C:48]([F:53])([F:52])[C:49](O)=O, predict the reaction product.